This data is from Reaction yield outcomes from USPTO patents with 853,638 reactions. The task is: Predict the reaction yield, written as a fraction of the theoretical maximum amount of product (1.0 means a 100% yield; for example, 0.34 means a 34% yield). (1) The reactants are [CH2:1]([C:8]1[CH:13]=[C:12](Cl)[N:11]=[C:10]([Cl:15])[N:9]=1)[C:2]1[CH:7]=[CH:6][CH:5]=[CH:4][CH:3]=1.Cl.[CH3:17][O:18][C:19](=[O:22])[CH2:20][NH2:21].C(N(CC)CC)C. The catalyst is CN(C=O)C.O. The product is [CH3:17][O:18][C:19](=[O:22])[CH2:20][NH:21][C:12]1[CH:13]=[C:8]([CH2:1][C:2]2[CH:7]=[CH:6][CH:5]=[CH:4][CH:3]=2)[N:9]=[C:10]([Cl:15])[N:11]=1. The yield is 0.200. (2) The reactants are I[C:2]1[CH:16]=[CH:15][C:5]([CH2:6][C:7]2[CH:12]=[CH:11][C:10]([O:13][CH3:14])=[CH:9][CH:8]=2)=[CH:4][CH:3]=1.C([O-])(O)=O.[Na+].[S:22]1[CH:26]=[CH:25][C:24](B(O)O)=[CH:23]1.C1(C)C=CC=CC=1.CCO. The catalyst is O.C1C=CC([P]([Pd]([P](C2C=CC=CC=2)(C2C=CC=CC=2)C2C=CC=CC=2)([P](C2C=CC=CC=2)(C2C=CC=CC=2)C2C=CC=CC=2)[P](C2C=CC=CC=2)(C2C=CC=CC=2)C2C=CC=CC=2)(C2C=CC=CC=2)C2C=CC=CC=2)=CC=1. The product is [CH3:14][O:13][C:10]1[CH:11]=[CH:12][C:7]([CH2:6][C:5]2[CH:15]=[CH:16][C:2]([C:24]3[CH:25]=[CH:26][S:22][CH:23]=3)=[CH:3][CH:4]=2)=[CH:8][CH:9]=1. The yield is 0.480. (3) The yield is 0.870. The reactants are [C:1]([NH:4][C:5]1[CH:10]=[C:9]([C:11]2[O:12][C:13]([C:17](O)=[O:18])=[C:14]([I:16])[N:15]=2)[C:8]([CH3:20])=[CH:7][N:6]=1)(=[O:3])[CH3:2].C(Cl)(=O)OCC(C)C.[NH3:29]. The catalyst is C1COCC1.O. The product is [C:1]([NH:4][C:5]1[CH:10]=[C:9]([C:11]2[O:12][C:13]([C:17]([NH2:29])=[O:18])=[C:14]([I:16])[N:15]=2)[C:8]([CH3:20])=[CH:7][N:6]=1)(=[O:3])[CH3:2]. (4) The reactants are [C:1]1([NH2:8])[CH:6]=[CH:5][CH:4]=[CH:3][C:2]=1[NH2:7].[Br:9][C:10]1[CH:14]=[CH:13][S:12][C:11]=1[CH:15]=O. The catalyst is CN(C=O)C. The product is [Br:9][C:10]1[CH:14]=[CH:13][S:12][C:11]=1[C:15]1[NH:8][C:1]2[CH:6]=[CH:5][CH:4]=[CH:3][C:2]=2[N:7]=1. The yield is 0.480. (5) The reactants are [CH:1]1([CH:4]([C:7]2[CH:8]=[N:9][C:10]([C:13]([F:16])([F:15])[F:14])=[CH:11][CH:12]=2)[C:5]#[N:6])[CH2:3][CH2:2]1. The catalyst is C1COCC1. The product is [CH:1]1([CH:4]([C:7]2[CH:8]=[N:9][C:10]([C:13]([F:16])([F:14])[F:15])=[CH:11][CH:12]=2)[CH2:5][NH2:6])[CH2:3][CH2:2]1. The yield is 0.730. (6) The reactants are [Cl-].[Mg+2].[Cl-].C(N(CC)CC)C.[C:11]([O:19][CH2:20][CH3:21])(=[O:18])[CH2:12][C:13]([O:15][CH2:16][CH3:17])=[O:14].[Cl:22][C:23]1[N:31]=[CH:30][CH:29]=[CH:28][C:24]=1[C:25](Cl)=[O:26]. The catalyst is C1(C)C=CC=CC=1. The product is [Cl:22][C:23]1[N:31]=[CH:30][CH:29]=[CH:28][C:24]=1[C:25]([CH:12]([C:13]([O:15][CH2:16][CH3:17])=[O:14])[C:11]([O:19][CH2:20][CH3:21])=[O:18])=[O:26]. The yield is 0.850.